This data is from Forward reaction prediction with 1.9M reactions from USPTO patents (1976-2016). The task is: Predict the product of the given reaction. Given the reactants Br[C:2]1[N:3]=[CH:4][C:5]([C:15]([O:17][CH3:18])=[O:16])=[N:6][C:7]=1[C:8]1[CH:13]=[CH:12][C:11]([Cl:14])=[CH:10][CH:9]=1.C(=O)([O-])[O-].[Cs+].[Cs+].[F:25][C:26]([F:31])([F:30])[C@@H:27]([OH:29])[CH3:28], predict the reaction product. The product is: [Cl:14][C:11]1[CH:12]=[CH:13][C:8]([C:7]2[N:6]=[C:5]([C:15]([O:17][CH3:18])=[O:16])[CH:4]=[N:3][C:2]=2[O:29][C@@H:27]([CH3:28])[C:26]([F:31])([F:30])[F:25])=[CH:9][CH:10]=1.